Binary Classification. Given a drug SMILES string, predict its activity (active/inactive) in a high-throughput screening assay against a specified biological target. From a dataset of Cav3 T-type calcium channel HTS with 100,875 compounds. (1) The molecule is Clc1cc(S(=O)(=O)N2CCC(CC2)C(=O)NCc2ncccc2)ccc1OC. The result is 0 (inactive). (2) The compound is S(c1n(c(=O)c2[nH]c3c(c2n1)cccc3)C)C(C)C(OC)=O. The result is 0 (inactive). (3) The compound is O=C(Nc1[nH]c2c(n1)cccc2)CCc1ccc(OC)cc1. The result is 0 (inactive). (4) The compound is s1c(c(c(C(=O)N2CCOCC2)c1)CC)C. The result is 0 (inactive). (5) The molecule is Clc1c(n2c(S(=O)(=O)N)ccc2)ncc(c1)C(F)(F)F. The result is 0 (inactive). (6) The compound is s1c(NNC(=O)C2CC2)nc2c1cccc2. The result is 0 (inactive). (7) The molecule is S=C(Nc1ncccc1C)NC(=O)/C=C\c1occc1. The result is 0 (inactive). (8) The molecule is O=C1N(CC2CC2)C(=C(C(N1)c1ccccc1)C(OC)=O)C. The result is 0 (inactive). (9) The compound is s1c(C2c3c(nn(c3OC(N)=C2C#N)c2ccccc2)CCC)ccc1. The result is 0 (inactive).